Dataset: Catalyst prediction with 721,799 reactions and 888 catalyst types from USPTO. Task: Predict which catalyst facilitates the given reaction. (1) Reactant: CC(C)([O-])C.[K+].[C:7]([O:11][C:12]([NH:14][CH:15]1[CH2:20][CH2:19][CH:18]([C:21]([O:23]CC)=[O:22])[CH2:17][CH2:16]1)=[O:13])([CH3:10])([CH3:9])[CH3:8].O.Cl. Product: [C:12]([NH:14][C@H:15]1[CH2:16][CH2:17][C@H:18]([C:21]([OH:23])=[O:22])[CH2:19][CH2:20]1)([O:11][C:7]([CH3:10])([CH3:9])[CH3:8])=[O:13]. The catalyst class is: 7. (2) Reactant: [Br:1][C:2]1[CH:3]=[C:4]([CH:8]([S:13]([NH2:16])(=[O:15])=[O:14])[C:9]([OH:12])([CH3:11])[CH3:10])[CH:5]=[CH:6][CH:7]=1.[CH3:17][O:18][C:19](OC)(OC)OC. Product: [Br:1][C:2]1[CH:3]=[C:4]([CH:8]2[C:9]([CH3:10])([CH3:11])[O:12][C:17]([O:18][CH3:19])=[N:16][S:13]2(=[O:14])=[O:15])[CH:5]=[CH:6][CH:7]=1. The catalyst class is: 15. (3) Reactant: [CH3:1][O:2][C:3](=[O:17])[CH2:4][C:5]1[C:14]([Cl:15])=[CH:13][CH:12]=[C:11]2[C:6]=1[CH:7]=[C:8]([CH3:16])[N:9]=[CH:10]2.[Br:18]N1C(=O)CCC1=O. Product: [CH3:1][O:2][C:3](=[O:17])[CH2:4][C:5]1[C:14]([Cl:15])=[CH:13][CH:12]=[C:11]2[C:6]=1[CH:7]=[C:8]([CH2:16][Br:18])[N:9]=[CH:10]2. The catalyst class is: 717. (4) Reactant: [Cl:1][C:2]1[CH:3]=[C:4]([CH:28]=[CH:29][C:30]=1[Cl:31])[CH2:5][N:6]1[CH2:11][CH2:10][O:9][C@@H:8]([CH2:12][NH:13][C:14](=[O:27])[CH2:15][S:16][C:17]2[S:18][CH:19]=[C:20]([C:22](OCC)=[O:23])[N:21]=2)[CH2:7]1.[BH4-].[Na+].[Cl-].[Li+].O. Product: [Cl:1][C:2]1[CH:3]=[C:4]([CH:28]=[CH:29][C:30]=1[Cl:31])[CH2:5][N:6]1[CH2:11][CH2:10][O:9][C@@H:8]([CH2:12][NH:13][C:14](=[O:27])[CH2:15][S:16][C:17]2[S:18][CH:19]=[C:20]([CH2:22][OH:23])[N:21]=2)[CH2:7]1. The catalyst class is: 199. (5) The catalyst class is: 18. Reactant: [NH2:1][C:2]1[C:6]([C:7]([OH:9])=O)=[CH:5][N:4]([C:10]2[N:15]=[CH:14][CH:13]=[CH:12][N:11]=2)[N:3]=1.CCN(C(C)C)C(C)C.[C:25]12([CH2:35][NH2:36])[CH2:34][CH:29]3[CH2:30][CH:31]([CH2:33][CH:27]([CH2:28]3)[CH2:26]1)[CH2:32]2.F[P-](F)(F)(F)(F)F.N1(O[P+](N(C)C)(N(C)C)N(C)C)C2C=CC=CC=2N=N1. Product: [C:25]12([CH2:35][NH:36][C:7]([C:6]3[C:2]([NH2:1])=[N:3][N:4]([C:10]4[N:15]=[CH:14][CH:13]=[CH:12][N:11]=4)[CH:5]=3)=[O:9])[CH2:32][CH:31]3[CH2:30][CH:29]([CH2:28][CH:27]([CH2:33]3)[CH2:26]1)[CH2:34]2. (6) Reactant: [O:1]1[CH2:6][CH2:5][CH:4]([OH:7])[CH2:3][CH2:2]1.C1(P(C2C=CC=CC=2)C2C=CC=CC=2)C=CC=CC=1.[CH2:27]([C:29]1[N:30]=[C:31]([CH2:58][CH2:59][CH3:60])[N:32]([CH2:43][C:44]2[CH:49]=[CH:48][C:47]([C:50]3[C:51]([C:56]#[N:57])=[CH:52][CH:53]=[CH:54][CH:55]=3)=[CH:46][CH:45]=2)[C:33](=[O:42])[C:34]=1[C:35]1[CH:40]=[CH:39][C:38](O)=[CH:37][CH:36]=1)[CH3:28].[N:61]([C:69]([O:71]C(C)C)=[O:70])=[N:61][C:69]([O:71]C(C)C)=[O:70]. Product: [CH2:27]([C:29]1[N:30]=[C:31]([CH2:58][CH2:59][CH3:60])[N:32]([CH2:43][C:44]2[CH:49]=[CH:48][C:47]([C:50]3[CH:55]=[CH:54][CH:53]=[CH:52][C:51]=3[C:56]3[NH:61][C:69](=[O:70])[O:71][N:57]=3)=[CH:46][CH:45]=2)[C:33](=[O:42])[C:34]=1[C:35]1[CH:40]=[CH:39][C:38]([O:7][CH:4]2[CH2:5][CH2:6][O:1][CH2:2][CH2:3]2)=[CH:37][CH:36]=1)[CH3:28]. The catalyst class is: 54. (7) Reactant: C[O:2][C:3](=O)[C:4]1[CH:9]=[C:8]([CH2:10][O:11][C:12]2[CH:17]=[CH:16][C:15]([C:18]3[CH:23]=[C:22]([F:24])[C:21]([F:25])=[CH:20][C:19]=3[O:26][CH3:27])=[CH:14][CH:13]=2)[CH:7]=[N:6][CH:5]=1.[H-].[Al+3].[Li+].[H-].[H-].[H-]. Product: [F:25][C:21]1[C:22]([F:24])=[CH:23][C:18]([C:15]2[CH:14]=[CH:13][C:12]([O:11][CH2:10][C:8]3[CH:9]=[C:4]([CH2:3][OH:2])[CH:5]=[N:6][CH:7]=3)=[CH:17][CH:16]=2)=[C:19]([O:26][CH3:27])[CH:20]=1. The catalyst class is: 1.